From a dataset of Full USPTO retrosynthesis dataset with 1.9M reactions from patents (1976-2016). Predict the reactants needed to synthesize the given product. (1) Given the product [F:28][C:2]1([F:1])[CH2:7][CH2:6][C@@H:5]([C:8](=[O:23])[CH2:9][C:10]2[CH:11]=[CH:12][C:13]([C:14]([OH:16])=[O:15])=[CH:21][CH:22]=2)[C@H:4]([C:24]([CH3:29])=[O:26])[CH2:3]1, predict the reactants needed to synthesize it. The reactants are: [F:1][C:2]1([F:28])[CH2:7][CH2:6][C@@H:5]([C:8](=[O:23])[CH2:9][C:10]2[CH:22]=[CH:21][C:13]([C:14]([O:16]C(C)(C)C)=[O:15])=[CH:12][CH:11]=2)[C@H:4]([C:24]([O:26]C)=O)[CH2:3]1.[C:29](O)(C(F)(F)F)=O. (2) Given the product [CH3:1][O:2][CH2:3][CH:4]1[O:8][C:7]2([CH2:13][CH2:12][CH2:11][CH2:10][CH2:9]2)[O:6][CH:5]1[CH:14]=[N:18][OH:16], predict the reactants needed to synthesize it. The reactants are: [CH3:1][O:2][CH2:3][C@@H:4]1[O:8][C:7]2([CH2:13][CH2:12][CH2:11][CH2:10][CH2:9]2)[O:6][C@H:5]1[CH:14]=O.[OH2:16].Cl.[NH2:18]O.C([O-])([O-])=O.[Na+].[Na+]. (3) Given the product [F:1][C:2]1[CH:7]=[CH:6][C:5]([C:8]2[C:9]3[N:10]([N:15]=[C:16]([NH:18][C:24]4[CH:29]=[CH:28][C:27]([N:30]5[CH:34]=[C:33]([CH3:35])[N:32]=[CH:31]5)=[C:26]([O:36][CH3:37])[CH:25]=4)[N:17]=3)[CH:11]=[C:12]([CH3:14])[CH:13]=2)=[CH:4][C:3]=1[C:19]([F:20])([F:21])[F:22], predict the reactants needed to synthesize it. The reactants are: [F:1][C:2]1[CH:7]=[CH:6][C:5]([C:8]2[C:9]3[N:10]([N:15]=[C:16]([NH2:18])[N:17]=3)[CH:11]=[C:12]([CH3:14])[CH:13]=2)=[CH:4][C:3]=1[C:19]([F:22])([F:21])[F:20].Br[C:24]1[CH:29]=[CH:28][C:27]([N:30]2[CH:34]=[C:33]([CH3:35])[N:32]=[CH:31]2)=[C:26]([O:36][CH3:37])[CH:25]=1.C(Cl)Cl. (4) Given the product [Cl:1][C:2]1[CH:3]=[C:4]([C@@H:12]([CH2:16][CH:17]2[CH2:21][CH2:20][CH2:19][CH2:18]2)[C:13]([NH:28][C:29]2[CH:30]=[CH:31][C:32]([NH:35][S:36]([CH3:39])(=[O:38])=[O:37])=[CH:33][N:34]=2)=[O:15])[CH:5]=[CH:6][C:7]=1[S:8]([CH3:11])(=[O:9])=[O:10], predict the reactants needed to synthesize it. The reactants are: [Cl:1][C:2]1[CH:3]=[C:4]([C@@H:12]([CH2:16][CH:17]2[CH2:21][CH2:20][CH2:19][CH2:18]2)[C:13]([OH:15])=O)[CH:5]=[CH:6][C:7]=1[S:8]([CH3:11])(=[O:10])=[O:9].C(Cl)(=O)C(Cl)=O.[NH2:28][C:29]1[N:34]=[CH:33][C:32]([NH:35][S:36]([CH3:39])(=[O:38])=[O:37])=[CH:31][CH:30]=1.N1C=CC=CC=1. (5) Given the product [CH3:1][O:2][C:3]1[CH:8]=[CH:7][CH:6]=[CH:5][C:4]=1[C:9]1[CH:17]=[C:16]2[C:12]([C:13](=[CH:19][C:21]3[NH:22][C:23]4[CH2:24][CH2:25][CH2:26][CH2:27][C:28]=4[C:29]=3[CH2:30][CH2:31][C:32]([OH:34])=[O:33])[C:14](=[O:18])[NH:15]2)=[CH:11][CH:10]=1, predict the reactants needed to synthesize it. The reactants are: [CH3:1][O:2][C:3]1[CH:8]=[CH:7][CH:6]=[CH:5][C:4]=1[C:9]1[CH:17]=[C:16]2[C:12]([CH2:13][C:14](=[O:18])[NH:15]2)=[CH:11][CH:10]=1.[CH:19]([C:21]1[NH:22][C:23]2[CH2:24][CH2:25][CH2:26][CH2:27][C:28]=2[C:29]=1[CH2:30][CH2:31][C:32]([OH:34])=[O:33])=O. (6) Given the product [C:20]([O:22][CH:11]([C:12]1[CH:17]=[CH:16][CH:15]=[CH:14][CH:13]=1)[CH2:10][I:1])(=[O:21])[CH3:19], predict the reactants needed to synthesize it. The reactants are: [I:1]N1C(C)(C)COC1=O.[CH2:10]=[CH:11][C:12]1[CH:17]=[CH:16][CH:15]=[CH:14][CH:13]=1.O.[CH3:19][C:20]([OH:22])=[O:21]. (7) Given the product [CH3:1][O:2][C:3](=[O:13])[C:4]1[CH:9]=[CH:8][CH:7]=[C:6]([NH:10][C:11]([N:24]([C:21]2[CH:20]=[CH:19][C:18]([C:14]([CH3:17])([CH3:16])[CH3:15])=[CH:23][CH:22]=2)[CH2:25][C:26]2[CH:27]=[CH:28][C:29]([C:30](=[O:31])[NH:32][C:33]3[N:34]=[N:35][NH:36][N:37]=3)=[CH:38][CH:39]=2)=[O:12])[CH:5]=1, predict the reactants needed to synthesize it. The reactants are: [CH3:1][O:2][C:3](=[O:13])[C:4]1[CH:9]=[CH:8][CH:7]=[C:6]([N:10]=[C:11]=[O:12])[CH:5]=1.[C:14]([C:18]1[CH:23]=[CH:22][C:21]([NH:24][CH2:25][C:26]2[CH:39]=[CH:38][C:29]([C:30]([NH:32][C:33]3[N:34]=[N:35][NH:36][N:37]=3)=[O:31])=[CH:28][CH:27]=2)=[CH:20][CH:19]=1)([CH3:17])([CH3:16])[CH3:15]. (8) Given the product [C:10]([S:14][C:15](=[O:20])[CH:16]([CH2:2][C:3]1[CH:8]=[CH:7][C:6]([Cl:9])=[CH:5][CH:4]=1)[C:17](=[O:19])[CH3:18])([CH3:13])([CH3:11])[CH3:12], predict the reactants needed to synthesize it. The reactants are: Br[CH2:2][C:3]1[CH:8]=[CH:7][C:6]([Cl:9])=[CH:5][CH:4]=1.[C:10]([S:14][C:15](=[O:20])[CH2:16][C:17](=[O:19])[CH3:18])([CH3:13])([CH3:12])[CH3:11]. (9) Given the product [CH2:1]([O:3][C:4]([C:6]1[C:10]([CH:11]=[CH:12][C:13]2[CH:18]=[CH:17][C:16]([CH:19]([CH3:20])[CH3:21])=[CH:15][C:14]=2[Cl:22])=[CH:9][S:8][C:7]=1[N:23]1[C:27](=[O:28])[C:26]2[C:25](=[CH:33][CH:32]=[CH:31][CH:30]=2)[C:24]1=[O:29])=[O:5])[CH3:2], predict the reactants needed to synthesize it. The reactants are: [CH2:1]([O:3][C:4]([C:6]1[C:10]([CH:11]=[CH:12][C:13]2[CH:18]=[CH:17][C:16]([CH:19]([CH3:21])[CH3:20])=[CH:15][C:14]=2[Cl:22])=[CH:9][S:8][C:7]=1[NH2:23])=[O:5])[CH3:2].[C:24]1(=O)[O:29][C:27](=[O:28])[C:26]2=[CH:30][CH:31]=[CH:32][CH:33]=[C:25]12. (10) Given the product [C:3]([O:22][CH2:20][C:19]1([CH2:18][OH:24])[CH2:16][CH2:15][CH2:14][CH2:13]1)(=[O:5])[C:2]([CH3:1])=[CH2:34], predict the reactants needed to synthesize it. The reactants are: [C:1](OCC)(=O)[CH2:2][C:3]([O:5]CC)=O.Br[CH2:13][CH2:14][CH2:15][CH2:16]Br.[C:18]([O-:24])(=O)[CH2:19][C:20]([O-:22])=O.[H-].[Al+3].[Li+].[H-].[H-].[H-].[OH-].[Na+].O1CCC[CH2:34]1.